Dataset: Forward reaction prediction with 1.9M reactions from USPTO patents (1976-2016). Task: Predict the product of the given reaction. (1) Given the reactants [CH2:1]([NH:3][C@@H:4]1[CH2:8][CH2:7][N:6]([C:9]2[C:14]([C:15]([O:17][CH:18]([CH3:20])[CH3:19])=[O:16])=[CH:13][CH:12]=[CH:11][N:10]=2)[CH2:5]1)[CH3:2].Br[CH2:22][C:23]1[CH:30]=[CH:29][C:26]([CH:27]=[O:28])=[CH:25][CH:24]=1.C([O-])([O-])=O.[K+].[K+], predict the reaction product. The product is: [CH2:1]([N:3]([CH2:22][C:23]1[CH:30]=[CH:29][C:26]([CH:27]=[O:28])=[CH:25][CH:24]=1)[C@@H:4]1[CH2:8][CH2:7][N:6]([C:9]2[C:14]([C:15]([O:17][CH:18]([CH3:19])[CH3:20])=[O:16])=[CH:13][CH:12]=[CH:11][N:10]=2)[CH2:5]1)[CH3:2]. (2) Given the reactants C(O[C:6]([NH:8][NH2:9])=[O:7])(C)(C)C.[Br:10][C:11]1[CH:19]=[CH:18][C:14]([C:15](Cl)=[O:16])=[CH:13][CH:12]=1.CCN([CH:26]([CH3:28])[CH3:27])C(C)C.[Cl-].[NH4+].[CH2:31](Cl)Cl, predict the reaction product. The product is: [CH3:27][C:26]([CH3:28])([CH3:31])[C:6]([NH:8][NH:9][C:15](=[O:16])[C:14]1[CH:18]=[CH:19][C:11]([Br:10])=[CH:12][CH:13]=1)=[O:7]. (3) Given the reactants [Br:1][C:2]1[CH:3]=[C:4]2[C:9](=[CH:10][CH:11]=1)[C:8](=[O:12])[NH:7][C:6](=[O:13])/[C:5]/2=[CH:14]\[NH:15][CH2:16][C:17]1[CH:27]=[C:26]([OH:28])[C:20]2[O:21][C:22]([CH3:25])([CH3:24])[O:23][C:19]=2[CH:18]=1.N1C=CC=CC=1.[C:35](Cl)(=[O:37])[CH3:36], predict the reaction product. The product is: [C:35]([O:28][C:26]1[C:20]2[O:21][C:22]([CH3:25])([CH3:24])[O:23][C:19]=2[CH:18]=[C:17]([CH2:16][NH:15]/[CH:14]=[C:5]2\[C:6](=[O:13])[NH:7][C:8](=[O:12])[C:9]3[C:4]\2=[CH:3][C:2]([Br:1])=[CH:11][CH:10]=3)[CH:27]=1)(=[O:37])[CH3:36]. (4) Given the reactants [CH3:1][CH:2]([CH3:32])[C:3]([O:5][CH:6]([N:8]1[C:12]2[CH:13]=[CH:14][CH:15]=[CH:16][C:11]=2[N:10]=[C:9]1[S:17][CH2:18][C:19]1[C:24]([CH3:25])=[C:23]([O:26][CH2:27][C:28]([F:31])([F:30])[F:29])[CH:22]=[CH:21][N:20]=1)[CH3:7])=[O:4].ClC1C=C(C=CC=1)C(OO)=[O:38], predict the reaction product. The product is: [CH3:1][CH:2]([CH3:32])[C:3]([O:5][CH:6]([N:8]1[C:12]2[CH:13]=[CH:14][CH:15]=[CH:16][C:11]=2[N:10]=[C:9]1[S:17]([CH2:18][C:19]1[C:24]([CH3:25])=[C:23]([O:26][CH2:27][C:28]([F:30])([F:31])[F:29])[CH:22]=[CH:21][N:20]=1)=[O:38])[CH3:7])=[O:4]. (5) The product is: [C:1]([O:5][C:6]([NH:7][CH:8]([C:17]1[CH:18]=[CH:19][C:20]([O:23][S:41]([C:44]([F:47])([F:46])[F:45])(=[O:43])=[O:42])=[CH:21][CH:22]=1)[C:9]([N:11]1[CH2:15][CH2:14][C@H:13]([F:16])[CH2:12]1)=[O:10])=[O:24])([CH3:4])([CH3:2])[CH3:3]. Given the reactants [C:1]([O:5][C:6](=[O:24])[NH:7][CH:8]([C:17]1[CH:22]=[CH:21][C:20]([OH:23])=[CH:19][CH:18]=1)[C:9]([N:11]1[CH2:15][CH2:14][C@H:13]([F:16])[CH2:12]1)=[O:10])([CH3:4])([CH3:3])[CH3:2].CCN(C(C)C)C(C)C.C1C=CC(N([S:41]([C:44]([F:47])([F:46])[F:45])(=[O:43])=[O:42])[S:41]([C:44]([F:47])([F:46])[F:45])(=[O:43])=[O:42])=CC=1, predict the reaction product. (6) Given the reactants C([O:4][C:5]1[CH:10]=[C:9]([Br:11])[CH:8]=[C:7]([Cl:12])[C:6]=1[O:13][CH2:14][CH:15]1[CH2:17][O:16]1)(=O)C.[OH-].[K+].O, predict the reaction product. The product is: [Br:11][C:9]1[CH:8]=[C:7]([Cl:12])[C:6]2[O:13][CH2:14][CH:15]([CH2:17][OH:16])[O:4][C:5]=2[CH:10]=1. (7) Given the reactants [CH2:1]([O:3][C:4](=[O:18])[C:5]1[CH:10]=[CH:9][CH:8]=[C:7]([O:11][CH2:12][CH:13]2[O:17][CH2:16][CH2:15][O:14]2)[CH:6]=1)[CH3:2].[N:19]([Si](C)(C)C)=[N+:20]=[N-:21], predict the reaction product. The product is: [CH2:1]([O:3][C:4](=[O:18])[C:5]1[CH:10]=[CH:9][CH:8]=[C:7]([O:11][CH2:12][CH:13]([N:19]=[N+:20]=[N-:21])[O:14][CH2:15][CH2:16][OH:17])[CH:6]=1)[CH3:2].